The task is: Predict which catalyst facilitates the given reaction.. This data is from Catalyst prediction with 721,799 reactions and 888 catalyst types from USPTO. (1) Reactant: C[O:2][C:3]1[CH:12]=[CH:11][CH:10]=[C:9]2[C:4]=1[C:5]([NH:13][C:14]1[CH:15]=[C:16]3[C:20](=[CH:21][CH:22]=1)[N:19]([CH2:23][C:24]1[CH:29]=[CH:28][CH:27]=[CH:26][N:25]=1)[N:18]=[CH:17]3)=[N:6][CH:7]=[N:8]2.Cl.N1C=CC=CC=1. Product: [N:25]1[CH:26]=[CH:27][CH:28]=[CH:29][C:24]=1[CH2:23][N:19]1[C:20]2[C:16](=[CH:15][C:14]([NH:13][C:5]3[C:4]4[C:3]([OH:2])=[CH:12][CH:11]=[CH:10][C:9]=4[N:8]=[CH:7][N:6]=3)=[CH:22][CH:21]=2)[CH:17]=[N:18]1. The catalyst class is: 17. (2) Reactant: C(#[N:3])C.[OH2:4].C[N:6](C)[C:7](=[O:14])[C:8]1[CH:13]=[CH:12][CH:11]=C[CH:9]=1.[C:16]([C:18]1[CH:19]=[N:20][CH:21]=[CH:22][CH:23]=1)#N. Product: [C:7]([NH2:6])(=[O:14])[C:8]1[CH:13]=[CH:12][CH:11]=[N:3][CH:9]=1.[C:16]([OH:14])(=[O:4])[C:18]1[CH:23]=[CH:22][CH:21]=[N:20][CH:19]=1. The catalyst class is: 10. (3) Reactant: [CH:1]1([C:4]2[N:8]=[C:7]([C:9]3[C:10]4[CH2:18][CH2:17][C:16]([F:20])([F:19])[CH2:15][C:11]=4[S:12][C:13]=3[NH2:14])[S:6][N:5]=2)[CH2:3][CH2:2]1.[C:21]12[C:30](=[O:31])[O:29][C:27](=[O:28])[C:22]=1[CH2:23][CH2:24][CH2:25][CH2:26]2. Product: [CH:1]1([C:4]2[N:8]=[C:7]([C:9]3[C:10]4[CH2:18][CH2:17][C:16]([F:20])([F:19])[CH2:15][C:11]=4[S:12][C:13]=3[NH:14][C:30]([C:21]3[CH2:26][CH2:25][CH2:24][CH2:23][C:22]=3[C:27]([OH:29])=[O:28])=[O:31])[S:6][N:5]=2)[CH2:3][CH2:2]1. The catalyst class is: 61. (4) Reactant: [NH:1]1[C:9]2[C:4](=[CH:5][CH:6]=[CH:7][CH:8]=2)[C:3](/[CH:10]=[C:11]2\[O:12][C:13]3[C:20]([C:21]#[C:22][C:23]([N:26]4[CH2:31][CH2:30][N:29](C(OC(C)(C)C)=O)[CH2:28][CH2:27]4)([CH3:25])[CH3:24])=[C:19]([O:39][CH3:40])[CH:18]=[CH:17][C:14]=3[C:15]\2=[O:16])=[N:2]1.FC(F)(F)C(O)=O. Product: [NH:1]1[C:9]2[C:4](=[CH:5][CH:6]=[CH:7][CH:8]=2)[C:3](/[CH:10]=[C:11]2\[O:12][C:13]3[C:20]([C:21]#[C:22][C:23]([CH3:24])([N:26]4[CH2:27][CH2:28][NH:29][CH2:30][CH2:31]4)[CH3:25])=[C:19]([O:39][CH3:40])[CH:18]=[CH:17][C:14]=3[C:15]\2=[O:16])=[N:2]1. The catalyst class is: 2. (5) Reactant: [I:1]N1C(=O)CCC1=O.[F:9][C:10]1[CH:30]=[C:29]([F:31])[CH:28]=[CH:27][C:11]=1[O:12][C:13]1[N:18]=[C:17]2[NH:19][N:20]=[CH:21][C:16]2=[C:15]([NH:22][CH2:23][C@H:24]([OH:26])[CH3:25])[N:14]=1. Product: [F:9][C:10]1[CH:30]=[C:29]([F:31])[CH:28]=[CH:27][C:11]=1[O:12][C:13]1[N:18]=[C:17]2[NH:19][N:20]=[C:21]([I:1])[C:16]2=[C:15]([NH:22][CH2:23][CH:24]([OH:26])[CH3:25])[N:14]=1. The catalyst class is: 3. (6) The catalyst class is: 168. Reactant: [Br:1][C:2]1[CH:3]=[C:4]([OH:12])[C:5]2[CH:6]=[CH:7][CH:8]=[N:9][C:10]=2[CH:11]=1.O[CH2:14][C:15]1[N:23]=[CH:22][CH:21]=[CH:20][C:16]=1[C:17]([NH2:19])=[O:18].C1(P(C2C=CC=CC=2)C2C=CC=CC=2)C=CC=CC=1.C(OC(N=NC(OC(C)(C)C)=O)=O)(C)(C)C. Product: [Br:1][C:2]1[CH:11]=[C:10]2[C:5]([CH:6]=[CH:7][CH:8]=[N:9]2)=[C:4]([O:12][CH2:14][C:15]2[N:23]=[CH:22][CH:21]=[CH:20][C:16]=2[C:17]([NH2:19])=[O:18])[CH:3]=1. (7) Reactant: [CH2:1]([N:3]1[CH2:7][CH2:6][C@H:5]([C:8]([C:18]2[CH:23]=[CH:22][CH:21]=[CH:20][CH:19]=2)([C:12]2[CH:17]=[CH:16][CH:15]=[CH:14][CH:13]=2)[C:9]([OH:11])=O)[CH2:4]1)[CH3:2].[Na+].[I-:25].C(OC(=O)C)(=O)C. Product: [CH2:1]([N:3]1[CH2:4][CH:5]([CH2:6][CH2:7][I:25])[C:8]([C:18]2[CH:19]=[CH:20][CH:21]=[CH:22][CH:23]=2)([C:12]2[CH:13]=[CH:14][CH:15]=[CH:16][CH:17]=2)[C:9]1=[O:11])[CH3:2]. The catalyst class is: 131. (8) Reactant: [F:1][C:2]([F:34])([F:33])[C:3]1[CH:4]=[C:5]([C@H:13]2[NH:17][C:16](=[O:18])[N:15]3[C@H:19]([C:22]4[CH:27]=[C:26]([C:28]([F:31])([F:30])[F:29])[CH:25]=[CH:24][C:23]=4Cl)[CH2:20][CH2:21][C@@H:14]23)[CH:6]=[C:7]([C:9]([F:12])([F:11])[F:10])[CH:8]=1.[CH3:35][O:36][C:37]1[CH:42]=[CH:41][C:40]([CH:43]2[CH2:48][CH2:47][CH:46]([C:49]([O:51][CH3:52])=[O:50])[CH2:45][CH2:44]2)=[CH:39][C:38]=1B1OC(C)(C)C(C)(C)O1.[O-]P([O-])([O-])=O.[K+].[K+].[K+]. Product: [F:1][C:2]([F:34])([F:33])[C:3]1[CH:4]=[C:5]([C@H:13]2[NH:17][C:16](=[O:18])[N:15]3[C@H:19]([C:22]4[CH:27]=[C:26]([C:28]([F:31])([F:30])[F:29])[CH:25]=[CH:24][C:23]=4[C:42]4[C:37]([O:36][CH3:35])=[CH:38][CH:39]=[C:40]([CH:43]5[CH2:44][CH2:45][CH:46]([C:49]([O:51][CH3:52])=[O:50])[CH2:47][CH2:48]5)[CH:41]=4)[CH2:20][CH2:21][C@@H:14]23)[CH:6]=[C:7]([C:9]([F:12])([F:11])[F:10])[CH:8]=1. The catalyst class is: 20.